Dataset: Reaction yield outcomes from USPTO patents with 853,638 reactions. Task: Predict the reaction yield, written as a fraction of the theoretical maximum amount of product (1.0 means a 100% yield; for example, 0.34 means a 34% yield). (1) The product is [CH2:11]([N:18]1[CH2:22][CH2:21][C:20]([C:23]2[CH:28]=[CH:27][C:26]([C@:42]([OH:44])([CH3:43])[C:41]([F:46])([F:45])[F:40])=[CH:25][CH:24]=2)([S:30]([C:33]2[CH:38]=[CH:37][C:36]([F:39])=[CH:35][CH:34]=2)(=[O:32])=[O:31])[CH2:19]1)[C:12]1[CH:17]=[CH:16][CH:15]=[CH:14][CH:13]=1. The reactants are C([Li])(C)(C)C.CCCCC.[CH2:11]([N:18]1[CH2:22][CH2:21][C@@:20]([S:30]([C:33]2[CH:38]=[CH:37][C:36]([F:39])=[CH:35][CH:34]=2)(=[O:32])=[O:31])([C:23]2[CH:28]=[CH:27][C:26](I)=[CH:25][CH:24]=2)[CH2:19]1)[C:12]1[CH:17]=[CH:16][CH:15]=[CH:14][CH:13]=1.[F:40][C:41]([F:46])([F:45])[C:42](=[O:44])[CH3:43]. The catalyst is C1COCC1. The yield is 0.260. (2) The reactants are [Cl:1][C:2]1[CH:7]=[CH:6][N:5]=[CH:4][C:3]=1[N+:8]([O-])=O.[CH:11]([Mg]Br)=[CH2:12]. The catalyst is C1COCC1. The product is [Cl:1][C:2]1[CH:7]=[CH:6][N:5]=[C:4]2[CH:11]=[CH:12][NH:8][C:3]=12. The yield is 0.160. (3) The reactants are [NH:1]1[CH2:6][CH2:5][CH2:4][CH2:3][CH2:2]1.C(=[O:12])CCCC.[C:13]([OH:21])(=O)[C:14]1[CH:19]=[CH:18][CH:17]=[CH:16][CH:15]=1.[CH:22]1([N+:28]#[C-:29])[CH2:27][CH2:26][CH2:25][CH2:24][CH2:23]1. The catalyst is ClCCl.CO. The product is [CH:22]1([NH:28][C:29]([CH:2]([NH:1][C:13](=[O:21])[C:14]2[CH:15]=[CH:16][CH:17]=[CH:18][CH:19]=2)[CH2:3][CH2:4][CH2:5][CH3:6])=[O:12])[CH2:27][CH2:26][CH2:25][CH2:24][CH2:23]1. The yield is 0.940. (4) The reactants are [Br:1][C:2]1[S:3][C:4]([C:8]([O:10]CC)=O)=[C:5]([CH3:7])[N:6]=1.[NH3:13]. No catalyst specified. The product is [Br:1][C:2]1[S:3][C:4]([C:8]([NH2:13])=[O:10])=[C:5]([CH3:7])[N:6]=1. The yield is 0.570. (5) The reactants are [N+:1]([C:4]1[CH:5]=[C:6]([CH:8]=[CH:9][C:10]=1F)[NH2:7])([O-:3])=[O:2].[CH3:12][O-:13].[Na+].Cl.O. The catalyst is CO. The product is [CH3:12][O:13][C:10]1[CH:9]=[CH:8][C:6]([NH2:7])=[CH:5][C:4]=1[N+:1]([O-:3])=[O:2]. The yield is 0.970.